Dataset: Catalyst prediction with 721,799 reactions and 888 catalyst types from USPTO. Task: Predict which catalyst facilitates the given reaction. (1) Product: [F:11][C:12]1[CH:13]=[C:14]([S:19]([CH2:22][C:23]2[CH:28]=[C:27]([N:29]3[CH2:34][CH2:33][O:32][CH2:31][C@@H:30]3[CH3:35])[N:26]=[C:25]([C:36]3[CH:42]=[CH:41][C:39]([NH:40][C:2](=[O:3])[O:4][C:5]4[CH:10]=[CH:9][CH:8]=[CH:7][CH:6]=4)=[CH:38][CH:37]=3)[N:24]=2)(=[O:20])=[O:21])[CH:15]=[C:16]([F:18])[CH:17]=1. The catalyst class is: 12. Reactant: Cl[C:2]([O:4][C:5]1[CH:10]=[CH:9][CH:8]=[CH:7][CH:6]=1)=[O:3].[F:11][C:12]1[CH:13]=[C:14]([S:19]([CH2:22][C:23]2[CH:28]=[C:27]([N:29]3[CH2:34][CH2:33][O:32][CH2:31][C@@H:30]3[CH3:35])[N:26]=[C:25]([C:36]3[CH:42]=[CH:41][C:39]([NH2:40])=[CH:38][CH:37]=3)[N:24]=2)(=[O:21])=[O:20])[CH:15]=[C:16]([F:18])[CH:17]=1.C(=O)([O-])O.[Na+]. (2) Reactant: [C:1]([C:5]1[CH:10]=[C:9]([F:11])[C:8]([CH3:12])=[CH:7][C:6]=1[OH:13])([CH3:4])([CH3:3])[CH3:2].[CH3:14][O:15][CH2:16]Cl. Product: [C:1]([C:5]1[CH:10]=[C:9]([F:11])[C:8]([CH3:12])=[CH:7][C:6]=1[O:13][CH2:14][O:15][CH3:16])([CH3:4])([CH3:3])[CH3:2]. The catalyst class is: 1. (3) Reactant: [Cl:1][C:2]1[CH:7]=[CH:6][N:5]=[C:4]2[NH:8][C:9]([C:11]3[CH:16]=[CH:15][C:14]([C:17]([N:19]4[CH2:24][CH2:23][N:22]([CH3:25])[CH2:21][CH2:20]4)=[O:18])=[CH:13][CH:12]=3)=[N:10][C:3]=12.[N:26]1[CH:31]=[CH:30][C:29](B(O)O)=[CH:28][CH:27]=1.C(=O)([O-])[O-].[Na+].[Na+]. Product: [ClH:1].[CH3:25][N:22]1[CH2:23][CH2:24][N:19]([C:17]([C:14]2[CH:15]=[CH:16][C:11]([C:9]3[NH:8][C:4]4=[N:5][CH:6]=[CH:7][C:2]([C:29]5[CH:30]=[CH:31][N:26]=[CH:27][CH:28]=5)=[C:3]4[N:10]=3)=[CH:12][CH:13]=2)=[O:18])[CH2:20][CH2:21]1. The catalyst class is: 140. (4) Reactant: [C:1]([C:3]1[CH:8]=[CH:7][C:6]([N:9]([CH2:15][C:16](=[CH2:21])[C:17]([O:19][CH3:20])=[O:18])[CH2:10][C:11]([F:14])([F:13])[F:12])=[CH:5][C:4]=1[C:22]([F:25])([F:24])[F:23])#[N:2]. Product: [C:1]([C:3]1[CH:8]=[CH:7][C:6]([N:9]([CH2:10][C:11]([F:14])([F:13])[F:12])[CH2:15][CH:16]([CH3:21])[C:17]([O:19][CH3:20])=[O:18])=[CH:5][C:4]=1[C:22]([F:23])([F:25])[F:24])#[N:2]. The catalyst class is: 99. (5) Reactant: [H-].C([Al+]CC(C)C)C(C)C.[Br:11][C:12]1[CH:13]=[C:14]([CH:19]=[C:20]([CH2:22][N:23]([CH3:25])[CH3:24])[CH:21]=1)[C:15](OC)=[O:16]. Product: [Br:11][C:12]1[CH:13]=[C:14]([CH2:15][OH:16])[CH:19]=[C:20]([CH2:22][N:23]([CH3:24])[CH3:25])[CH:21]=1. The catalyst class is: 7. (6) Product: [CH:7]([C@:4]1([C:10]([N:12]2[CH2:13][CH2:14][N:15]([C:18]3[CH:23]=[C:22]([C:24]([F:27])([F:26])[F:25])[CH:21]=[CH:20][N:19]=3)[CH2:16][CH2:17]2)=[O:11])[CH2:5][CH2:6][C@@H:2]([NH:1][CH:32]2[CH2:31][CH2:30][C:29]([C:36]3[CH:41]=[CH:40][C:39]([C:42]4[N:43]=[CH:44][CH:45]=[CH:46][N:47]=4)=[CH:38][N:37]=3)([OH:28])[CH2:34][CH2:33]2)[CH2:3]1)([CH3:8])[CH3:9]. Reactant: [NH2:1][C@@H:2]1[CH2:6][CH2:5][C@@:4]([C:10]([N:12]2[CH2:17][CH2:16][N:15]([C:18]3[CH:23]=[C:22]([C:24]([F:27])([F:26])[F:25])[CH:21]=[CH:20][N:19]=3)[CH2:14][CH2:13]2)=[O:11])([CH:7]([CH3:9])[CH3:8])[CH2:3]1.[OH:28][C:29]1([C:36]2[CH:41]=[CH:40][C:39]([C:42]3[N:47]=[CH:46][CH:45]=[CH:44][N:43]=3)=[CH:38][N:37]=2)[CH2:34][CH2:33][C:32](=O)[CH2:31][CH2:30]1.C(O[BH-](OC(=O)C)OC(=O)C)(=O)C.[Na+]. The catalyst class is: 2. (7) Reactant: [CH2:1]([O:3][CH:4]([O:19][CH2:20][CH3:21])[C:5](=[O:18])[C:6]#[C:7][C:8]([CH3:17])([O:10][CH:11]1[CH2:16][CH2:15][CH2:14][CH2:13][O:12]1)[CH3:9])[CH3:2].C1(C2C[S:31][C:30](=[S:33])[S:29]2)C=CC=CC=1. Product: [CH2:1]([O:3][CH:4]([O:19][CH2:20][CH3:21])[C:5]([C:6]1[S:31][C:30](=[S:29])[S:33][C:7]=1[C:8]([O:10][CH:11]1[CH2:16][CH2:15][CH2:14][CH2:13][O:12]1)([CH3:17])[CH3:9])=[O:18])[CH3:2]. The catalyst class is: 4. (8) Reactant: [F:1][C:2]([F:16])([F:15])[C:3]1[CH:4]=[C:5]([CH:8]=[C:9]([C:11]([F:14])([F:13])[F:12])[CH:10]=1)[CH:6]=O.[CH3:17][N:18]1[N:22]=[N:21][C:20]([NH2:23])=[N:19]1.[BH4-].[Na+]. Product: [F:1][C:2]([F:16])([F:15])[C:3]1[CH:4]=[C:5]([CH:8]=[C:9]([C:11]([F:14])([F:13])[F:12])[CH:10]=1)[CH2:6][NH:23][C:20]1[N:21]=[N:22][N:18]([CH3:17])[N:19]=1. The catalyst class is: 11. (9) The catalyst class is: 5. Product: [NH2:33][CH2:32][CH:16]([CH2:15][C:12]1[S:11][C:10]([O:9][CH2:8][CH2:7][O:6][Si:5]([C:1]([CH3:4])([CH3:3])[CH3:2])([CH3:34])[CH3:35])=[N:14][CH:13]=1)[C:17]([N:19]([CH:29]1[CH2:30][CH2:31]1)[CH2:20][C:21]1[CH:26]=[CH:25][CH:24]=[C:23]([CH3:27])[C:22]=1[CH3:28])=[O:18]. Reactant: [C:1]([Si:5]([CH3:35])([CH3:34])[O:6][CH2:7][CH2:8][O:9][C:10]1[S:11][C:12]([CH2:15][CH:16]([C:32]#[N:33])[C:17]([N:19]([CH:29]2[CH2:31][CH2:30]2)[CH2:20][C:21]2[CH:26]=[CH:25][CH:24]=[C:23]([CH3:27])[C:22]=2[CH3:28])=[O:18])=[CH:13][N:14]=1)([CH3:4])([CH3:3])[CH3:2].[BH4-].[Na+].